This data is from Peptide-MHC class II binding affinity with 134,281 pairs from IEDB. The task is: Regression. Given a peptide amino acid sequence and an MHC pseudo amino acid sequence, predict their binding affinity value. This is MHC class II binding data. (1) The peptide sequence is DGGGFYADDTAGWDT. The MHC is DRB3_0101 with pseudo-sequence DRB3_0101. The binding affinity (normalized) is 0.655. (2) The peptide sequence is GCAINFGKRELKCGD. The MHC is DRB3_0101 with pseudo-sequence DRB3_0101. The binding affinity (normalized) is 0. (3) The peptide sequence is YRSLRTVTPIRMQGG. The MHC is HLA-DQA10102-DQB10602 with pseudo-sequence HLA-DQA10102-DQB10602. The binding affinity (normalized) is 0.664. (4) The peptide sequence is THHYFVDLIGGAMLSL. The binding affinity (normalized) is 0.927. The MHC is DRB1_0101 with pseudo-sequence DRB1_0101. (5) The peptide sequence is TEDQAMEDIKQMEAE. The MHC is HLA-DQA10501-DQB10201 with pseudo-sequence HLA-DQA10501-DQB10201. The binding affinity (normalized) is 0.417.